Dataset: Reaction yield outcomes from USPTO patents with 853,638 reactions. Task: Predict the reaction yield, written as a fraction of the theoretical maximum amount of product (1.0 means a 100% yield; for example, 0.34 means a 34% yield). The reactants are [NH2:1][C:2]1[C:7]([C:8]2[O:12][N:11]=[C:10]([CH2:13][C:14]3[CH:19]=[CH:18][C:17]([OH:20])=[CH:16][CH:15]=3)[CH:9]=2)=[CH:6][CH:5]=[CH:4][N:3]=1.O1CCCC1.[OH-].[Na+].Cl[CH2:29][C:30]1[S:31][CH:32]=[CH:33][N:34]=1. The catalyst is CN(C)C=O. The product is [S:31]1[CH:32]=[CH:33][N:34]=[C:30]1[CH2:29][O:20][C:17]1[CH:18]=[CH:19][C:14]([CH2:13][C:10]2[CH:9]=[C:8]([C:7]3[C:2]([NH2:1])=[N:3][CH:4]=[CH:5][CH:6]=3)[O:12][N:11]=2)=[CH:15][CH:16]=1. The yield is 0.780.